Dataset: Forward reaction prediction with 1.9M reactions from USPTO patents (1976-2016). Task: Predict the product of the given reaction. (1) Given the reactants [CH3:1][C:2]([CH3:22])([CH3:21])[CH2:3][CH2:4][C:5]1[CH:16]=[CH:15][C:8]([C:9](N(OC)C)=[O:10])=[CH:7][C:6]=1[C:17]([F:20])([F:19])[F:18].[CH3:23][Mg]Br.O1CCCC1.Cl.O, predict the reaction product. The product is: [CH3:1][C:2]([CH3:22])([CH3:21])[CH2:3][CH2:4][C:5]1[CH:16]=[CH:15][C:8]([C:9](=[O:10])[CH3:23])=[CH:7][C:6]=1[C:17]([F:20])([F:19])[F:18]. (2) Given the reactants [OH:1][C:2]1[CH:7]=[CH:6][C:5]([C:8](=[C:24]2[CH2:29][CH2:28][O:27][CH2:26][CH2:25]2)[C:9]2[CH:14]=[CH:13][C:12](/[CH:15]=[CH:16]/[C:17]([O:19][C:20]([CH3:23])([CH3:22])[CH3:21])=[O:18])=[CH:11][CH:10]=2)=[CH:4][CH:3]=1.Br[C:31]1C=CC(C(=C2CCOCC2)C2C=CC(O)=CC=2)=CC=1.C(OC(C)(C)C)(=O)C(C)=C.CC1C=CC=CC=1P(C1C=CC=CC=1C)C1C=CC=CC=1C.CCN(CC)CC, predict the reaction product. The product is: [OH:1][C:2]1[CH:3]=[CH:4][C:5]([C:8](=[C:24]2[CH2:29][CH2:28][O:27][CH2:26][CH2:25]2)[C:9]2[CH:14]=[CH:13][C:12](/[CH:15]=[C:16](\[CH3:31])/[C:17]([O:19][C:20]([CH3:23])([CH3:22])[CH3:21])=[O:18])=[CH:11][CH:10]=2)=[CH:6][CH:7]=1.